Dataset: Reaction yield outcomes from USPTO patents with 853,638 reactions. Task: Predict the reaction yield, written as a fraction of the theoretical maximum amount of product (1.0 means a 100% yield; for example, 0.34 means a 34% yield). (1) The reactants are [Br:1][C:2]1[CH:7]=[CH:6][C:5]([C:8]2[C:12]([C:13](O)=[O:14])=[CH:11][N:10]([C:16]3[CH:21]=[CH:20][C:19]([O:22][CH3:23])=[CH:18][CH:17]=3)[N:9]=2)=[CH:4][CH:3]=1.Cl.NO.F[P-](F)(F)(F)(F)F.[N:34]1([O:43][P+](N(C)C)(N(C)C)N(C)C)C2C=CC=CC=2N=N1.C(N(CC)CC)C. The catalyst is N1C=CC=CC=1. The product is [Br:1][C:2]1[CH:7]=[CH:6][C:5]([C:8]2[C:12]([C:13]([NH:34][OH:43])=[O:14])=[CH:11][N:10]([C:16]3[CH:21]=[CH:20][C:19]([O:22][CH3:23])=[CH:18][CH:17]=3)[N:9]=2)=[CH:4][CH:3]=1. The yield is 0.0300. (2) The reactants are [F:1][C:2]1[CH:7]=[CH:6][C:5]([CH2:8][C:9]([O:11]C)=[O:10])=[C:4]([C:13]#[C:14][Si](C)(C)C)[CH:3]=1.C1COCC1.CO.O.[OH-].[Li+]. The catalyst is O. The product is [C:13]([C:4]1[CH:3]=[C:2]([F:1])[CH:7]=[CH:6][C:5]=1[CH2:8][C:9]([OH:11])=[O:10])#[CH:14]. The yield is 0.950. (3) The reactants are [NH2:1][C:2]1[CH:3]=[C:4]([C:9]2[CH:10]=[CH:11][C:12]3[O:18][CH2:17][CH2:16][N:15]([C:19]([C:21]4[CH:26]=[CH:25][C:24]([S:27]([CH3:30])(=[O:29])=[O:28])=[CH:23][CH:22]=4)=[O:20])[CH2:14][C:13]=3[CH:31]=2)[CH:5]=[CH:6][C:7]=1[NH2:8].C1N=CN([C:37](N2C=NC=C2)=[O:38])C=1. The catalyst is C1COCC1. The product is [CH3:30][S:27]([C:24]1[CH:25]=[CH:26][C:21]([C:19]([N:15]2[CH2:14][C:13]3[CH:31]=[C:9]([C:4]4[CH:5]=[CH:6][C:7]5[NH:8][C:37](=[O:38])[NH:1][C:2]=5[CH:3]=4)[CH:10]=[CH:11][C:12]=3[O:18][CH2:17][CH2:16]2)=[O:20])=[CH:22][CH:23]=1)(=[O:29])=[O:28]. The yield is 0.860. (4) The reactants are [N+:1]([C:4]1[CH:9]=[CH:8][C:7]([C:10]2[S:11][C:12]3[CH:17]=[CH:16][N:15]=[CH:14][C:13]=3[N:18]=2)=[CH:6][CH:5]=1)([O-])=O.[NH4+].[Cl-]. The catalyst is CO.O.[Fe]. The product is [S:11]1[C:12]2[CH:17]=[CH:16][N:15]=[CH:14][C:13]=2[N:18]=[C:10]1[C:7]1[CH:6]=[CH:5][C:4]([NH2:1])=[CH:9][CH:8]=1. The yield is 0.600. (5) The reactants are [CH2:1]([O:8][C:9]1[CH:14]=[C:13]([N+:15]([O-])=O)[CH:12]=[CH:11][C:10]=1[O:18][CH3:19])[C:2]1[CH:7]=[CH:6][CH:5]=[CH:4][CH:3]=1.CCOC(C)=O.O.O.Cl[Sn]Cl.C([O-])(O)=O.[Na+]. The catalyst is CCO.O. The product is [CH2:1]([O:8][C:9]1[CH:14]=[C:13]([NH2:15])[CH:12]=[CH:11][C:10]=1[O:18][CH3:19])[C:2]1[CH:3]=[CH:4][CH:5]=[CH:6][CH:7]=1. The yield is 0.590. (6) The reactants are [NH2:1][C:2]1[C:3]2[N:4]([C:8]([C@@H:26]3[CH2:31][CH2:30][CH2:29][NH:28][CH2:27]3)=[N:9][C:10]=2[C:11]2[CH:25]=[CH:24][C:14]([C:15]([NH:17][C:18]3[CH:23]=[CH:22][CH:21]=[CH:20][N:19]=3)=[O:16])=[CH:13][CH:12]=2)[CH:5]=[CH:6][N:7]=1.C(N(CC)CC)C.Cl[C:40]([O:42][CH2:43][CH3:44])=[O:41]. The catalyst is ClCCl. The product is [NH2:1][C:2]1[C:3]2[N:4]([C:8]([C@@H:26]3[CH2:31][CH2:30][CH2:29][N:28]([C:40]([O:42][CH2:43][CH3:44])=[O:41])[CH2:27]3)=[N:9][C:10]=2[C:11]2[CH:25]=[CH:24][C:14]([C:15](=[O:16])[NH:17][C:18]3[CH:23]=[CH:22][CH:21]=[CH:20][N:19]=3)=[CH:13][CH:12]=2)[CH:5]=[CH:6][N:7]=1. The yield is 0.343.